The task is: Predict the reaction yield, written as a fraction of the theoretical maximum amount of product (1.0 means a 100% yield; for example, 0.34 means a 34% yield).. This data is from Reaction yield outcomes from USPTO patents with 853,638 reactions. The reactants are C(=O)([O-])[O-].[Cs+].[Cs+].[Cl:7][C:8]1[CH:12]=[N:11][N:10]([CH3:13])[C:9]=1[C:14]1[CH:15]=[C:16]([NH:21][C:22](=[O:33])[C:23]2[CH:28]=[CH:27][CH:26]=[C:25]([C:29]([F:32])([F:31])[F:30])[CH:24]=2)[CH:17]=[CH:18][C:19]=1[OH:20].CS(O[CH2:39][C:40]([CH3:45])([N+:42]([O-:44])=[O:43])[CH3:41])(=O)=O.O. The catalyst is CC(N(C)C)=O. The product is [N+:42]([C:40]([CH3:45])([CH3:41])[CH2:39][O:20][C:19]1[CH:18]=[CH:17][C:16]([NH:21][C:22](=[O:33])[C:23]2[CH:28]=[CH:27][CH:26]=[C:25]([C:29]([F:31])([F:30])[F:32])[CH:24]=2)=[CH:15][C:14]=1[C:9]1[N:10]([CH3:13])[N:11]=[CH:12][C:8]=1[Cl:7])([O-:44])=[O:43]. The yield is 0.680.